From a dataset of Peptide-MHC class I binding affinity with 185,985 pairs from IEDB/IMGT. Regression. Given a peptide amino acid sequence and an MHC pseudo amino acid sequence, predict their binding affinity value. This is MHC class I binding data. (1) The peptide sequence is KTWAYHGSY. The MHC is Mamu-A02 with pseudo-sequence Mamu-A02. The binding affinity (normalized) is 0.997. (2) The peptide sequence is SSDLRSWTF. The MHC is HLA-A02:11 with pseudo-sequence HLA-A02:11. The binding affinity (normalized) is 0.0847. (3) The peptide sequence is DYNFVKQLF. The MHC is HLA-A24:02 with pseudo-sequence HLA-A24:02. The binding affinity (normalized) is 0.635. (4) The peptide sequence is SLSEPWRDF. The MHC is HLA-B48:01 with pseudo-sequence HLA-B48:01. The binding affinity (normalized) is 0.0847. (5) The peptide sequence is ALLENIHRV. The MHC is HLA-A02:03 with pseudo-sequence HLA-A02:03. The binding affinity (normalized) is 0.936.